From a dataset of Full USPTO retrosynthesis dataset with 1.9M reactions from patents (1976-2016). Predict the reactants needed to synthesize the given product. (1) The reactants are: [Cl:1][C:2]1[C:7]([Cl:8])=[CH:6][CH:5]=[CH:4][C:3]=1[S:9]([N:12]([CH2:36][O:37][CH2:38][CH2:39][Si:40]([CH3:43])([CH3:42])[CH3:41])[C:13]1[N:14]=[CH:15][C:16]([S:21][CH2:22][C@@H:23]([C:32]([O:34]C)=[O:33])[NH:24][C:25]([O:27][C:28]([CH3:31])([CH3:30])[CH3:29])=[O:26])=[N:17][C:18]=1[O:19][CH3:20])(=[O:11])=[O:10].[OH-].[Li+].[Cl-].[NH4+]. Given the product [Cl:1][C:2]1[C:7]([Cl:8])=[CH:6][CH:5]=[CH:4][C:3]=1[S:9]([N:12]([CH2:36][O:37][CH2:38][CH2:39][Si:40]([CH3:43])([CH3:42])[CH3:41])[C:13]1[N:14]=[CH:15][C:16]([S:21][CH2:22][C@@H:23]([C:32]([OH:34])=[O:33])[NH:24][C:25]([O:27][C:28]([CH3:31])([CH3:30])[CH3:29])=[O:26])=[N:17][C:18]=1[O:19][CH3:20])(=[O:10])=[O:11], predict the reactants needed to synthesize it. (2) Given the product [OH:19][CH2:18][C@H:17]([N:16]1[CH:6]=[CH:5][C:4]2[C:9](=[CH:10][CH:11]=[C:2]([CH3:1])[C:3]=2[N+:13]([O-:15])=[O:14])[C:8]1=[O:12])[CH3:20], predict the reactants needed to synthesize it. The reactants are: [CH3:1][C:2]1[C:3]([N+:13]([O-:15])=[O:14])=[C:4]2[C:9](=[CH:10][CH:11]=1)[C:8](=[O:12])O[CH:6]=[CH:5]2.[NH2:16][C@H:17]([CH3:20])[CH2:18][OH:19].C(N(CC)CC)C.CO. (3) Given the product [C:1]([O:9][C:10]1([CH2:23][C:24]2[CH:29]=[C:28]([O:30][CH3:31])[CH:27]=[C:26]([O:34][CH3:35])[CH:25]=2)[C:18]2[C:13](=[CH:14][CH:15]=[C:16]([CH3:19])[CH:17]=2)[N:12]([CH2:20][CH3:21])[C:11]1=[O:22])(=[O:8])[C:2]1[CH:3]=[CH:4][CH:5]=[CH:6][CH:7]=1, predict the reactants needed to synthesize it. The reactants are: [C:1]([O:9][C:10]1([CH2:23][C:24]2[CH:29]=[C:28]([O:30][CH3:31])[C:27](OC)=[C:26]([O:34][CH3:35])[CH:25]=2)[C:18]2[C:13](=[CH:14][CH:15]=[C:16]([CH3:19])[CH:17]=2)[N:12]([CH2:20][CH3:21])[C:11]1=[O:22])(=[O:8])[C:2]1[CH:7]=[CH:6][CH:5]=[CH:4][CH:3]=1.C(OC1C2C(=CC=C(C)C=2)N(CC)C1=O)(=O)C1C=CC=CC=1.COC1C=C(C=C(OC)C=1)CBr. (4) The reactants are: [C:1]([C:3]1[C:4]([N:15]2[CH2:20][CH2:19][NH:18][CH2:17][CH2:16]2)=[N:5][C:6]([CH3:14])=[C:7]([CH:13]=1)[C:8]([O:10][CH2:11][CH3:12])=[O:9])#[N:2].[C:21]1([C:27]2[NH:28][C:29]([CH:32]=O)=[CH:30][N:31]=2)[CH:26]=[CH:25][CH:24]=[CH:23][CH:22]=1.CC(O)=O. Given the product [C:1]([C:3]1[C:4]([N:15]2[CH2:20][CH2:19][N:18]([CH2:32][C:29]3[NH:28][C:27]([C:21]4[CH:22]=[CH:23][CH:24]=[CH:25][CH:26]=4)=[N:31][CH:30]=3)[CH2:17][CH2:16]2)=[N:5][C:6]([CH3:14])=[C:7]([CH:13]=1)[C:8]([O:10][CH2:11][CH3:12])=[O:9])#[N:2], predict the reactants needed to synthesize it. (5) Given the product [CH2:1]([C@H:8]([NH:27][C:28](=[O:34])[O:29][C:30]([CH3:31])([CH3:33])[CH3:32])[C@@H:9]([OH:26])[CH2:10][N:11]([CH2:13][C:14]1[CH:19]=[CH:18][C:17]([C:20]2[CH:25]=[CH:24][CH:23]=[CH:22][N:21]=2)=[CH:16][CH:15]=1)[NH:12][C:70](=[O:40])[C@@H:69]([NH:68][C:66]([O:65][CH3:64])=[O:67])[C@@H:74]([CH3:77])[CH2:75][CH3:76])[C:2]1[CH:7]=[CH:6][CH:5]=[CH:4][CH:3]=1, predict the reactants needed to synthesize it. The reactants are: [CH2:1]([C@H:8]([NH:27][C:28](=[O:34])[O:29][C:30]([CH3:33])([CH3:32])[CH3:31])[C@@H:9]([OH:26])[CH2:10][N:11]([CH2:13][C:14]1[CH:19]=[CH:18][C:17]([C:20]2[CH:25]=[CH:24][CH:23]=[CH:22][N:21]=2)=[CH:16][CH:15]=1)[NH2:12])[C:2]1[CH:7]=[CH:6][CH:5]=[CH:4][CH:3]=1.F[B-](F)(F)F.[O:40]=C1C=CC=CN1OC(N(C)C)=[N+](C)C.C(N(C(C)C)CC)(C)C.[CH3:64][O:65][C:66]([NH:68][C@H:69]([C@@H:74]([CH3:77])[CH2:75][CH3:76])[CH2:70]C(O)=O)=[O:67]. (6) Given the product [CH2:9]1[NH:13][CH2:12][CH:11]2[C:14]3[CH:15]=[CH:16][CH:17]=[CH:18][C:19]=3[CH2:20][CH:10]12, predict the reactants needed to synthesize it. The reactants are: C(NC(=O)[O-])(C)(C)C.[CH2:9]1[NH:13][CH2:12][CH:11]2[C:14]3[CH:15]=[CH:16][CH:17]=[CH:18][C:19]=3[CH2:20][CH:10]12. (7) Given the product [NH2:8][C:9]1[N:14]=[CH:13][C:12]([C:15]2[CH:16]=[N:17][N:18]([C@H:20]3[CH2:24][NH:23][C@H:22]([C:32]([NH:33][CH3:34])=[O:35])[CH2:21]3)[CH:19]=2)=[CH:11][C:10]=1[C:36]1[O:37][C:38]2[CH:44]=[CH:43][CH:42]=[CH:41][C:39]=2[N:40]=1, predict the reactants needed to synthesize it. The reactants are: C(O)(C(F)(F)F)=O.[NH2:8][C:9]1[N:14]=[CH:13][C:12]([C:15]2[CH:16]=[N:17][N:18]([C@H:20]3[CH2:24][N:23](C(OC(C)(C)C)=O)[C@H:22]([C:32](=[O:35])[NH:33][CH3:34])[CH2:21]3)[CH:19]=2)=[CH:11][C:10]=1[C:36]1[O:37][C:38]2[CH:44]=[CH:43][CH:42]=[CH:41][C:39]=2[N:40]=1.